The task is: Regression/Classification. Given a drug SMILES string, predict its absorption, distribution, metabolism, or excretion properties. Task type varies by dataset: regression for continuous measurements (e.g., permeability, clearance, half-life) or binary classification for categorical outcomes (e.g., BBB penetration, CYP inhibition). Dataset: cyp2c9_veith.. This data is from CYP2C9 inhibition data for predicting drug metabolism from PubChem BioAssay. (1) The molecule is COC(=O)[C@H](CCSC)NC(=O)NCc1ccccc1F. The result is 0 (non-inhibitor). (2) The compound is COc1ccc(COC(=O)N/N=C2/C[C@@H](O)[C@@H](O)[C@@H]3[C@@H]4C(=O)N(C5CCCCC5)C(=O)[C@H]4CC[C@@H]23)cc1. The result is 0 (non-inhibitor). (3) The molecule is N[C@H](CO)C(=O)NCC(=O)O. The result is 0 (non-inhibitor). (4) The molecule is COC(=O)c1c(-c2cc(OC)c(OC)c(OC)c2)c2ccnc(OCc3ncccn3)c2c(=O)n1Cc1ccnc(C)c1. The result is 1 (inhibitor). (5) The drug is CC1(C)CC(=O)c2cn3ncnc3nc2C1. The result is 0 (non-inhibitor). (6) The compound is O=C1c2ccccc2C(=O)C1c1ccccc1. The result is 0 (non-inhibitor).